This data is from Reaction yield outcomes from USPTO patents with 853,638 reactions. The task is: Predict the reaction yield, written as a fraction of the theoretical maximum amount of product (1.0 means a 100% yield; for example, 0.34 means a 34% yield). (1) The reactants are [O:1]=[C:2]1[CH:7]=[CH:6][N:5]([C:8]2[CH:13]=[CH:12][CH:11]=[C:10]([C:14]([F:17])([F:16])[F:15])[CH:9]=2)[N:4]=[C:3]1[C:18]([O:20]C)=[O:19].[OH-].[Na+].Cl. The catalyst is CO. The product is [O:1]=[C:2]1[CH:7]=[CH:6][N:5]([C:8]2[CH:13]=[CH:12][CH:11]=[C:10]([C:14]([F:17])([F:16])[F:15])[CH:9]=2)[N:4]=[C:3]1[C:18]([OH:20])=[O:19]. The yield is 0.970. (2) The reactants are C([Si](C)(C)[O:6][CH2:7][CH2:8][NH:9][C:10]1[N:17]=[C:16]([O:18][C:19]2[CH:24]=[CH:23][C:22]([B:25]3[O:29]C(C)(C)[C:27](C)(C)[O:26]3)=[C:21](C=O)[CH:20]=2)[CH:15]=[CH:14][C:11]=1[C:12]#[N:13])(C)(C)C.[BH4-].[Na+].Cl. The catalyst is CO. The product is [OH:29][B:25]1[C:22]2[CH:21]=[CH:20][C:19]([O:18][C:16]3[CH:15]=[CH:14][C:11]([C:12]#[N:13])=[C:10]([NH:9][CH2:8][CH2:7][OH:6])[N:17]=3)=[CH:24][C:23]=2[CH2:27][O:26]1. The yield is 0.130.